This data is from Full USPTO retrosynthesis dataset with 1.9M reactions from patents (1976-2016). The task is: Predict the reactants needed to synthesize the given product. (1) Given the product [C:6]([C:8]1[C:16]2[C:11](=[CH:12][CH:13]=[CH:14][CH:15]=2)[N:10]([C:17]2[C:26]3[C:21](=[CH:22][CH:23]=[CH:24][CH:25]=3)[N:20]=[CH:19][CH:18]=2)[CH:9]=1)([OH:7])=[O:5], predict the reactants needed to synthesize it. The reactants are: O.[OH-].[Li+].C[O:5][C:6]([C:8]1[C:16]2[C:11](=[CH:12][CH:13]=[CH:14][CH:15]=2)[N:10]([C:17]2[C:26]3[C:21](=[CH:22][CH:23]=[CH:24][CH:25]=3)[N:20]=[CH:19][CH:18]=2)[CH:9]=1)=[O:7]. (2) Given the product [Br:1][C:2]1[CH:3]=[CH:4][C:5]([O:12][CH3:13])=[C:6]([S:8]([NH:21][CH:22]2[CH2:27][CH2:26][O:25][CH2:24][CH2:23]2)(=[O:10])=[O:9])[CH:7]=1, predict the reactants needed to synthesize it. The reactants are: [Br:1][C:2]1[CH:3]=[CH:4][C:5]([O:12][CH3:13])=[C:6]([S:8](Cl)(=[O:10])=[O:9])[CH:7]=1.CCN(CC)CC.[NH2:21][CH:22]1[CH2:27][CH2:26][O:25][CH2:24][CH2:23]1. (3) Given the product [CH2:7]1[C@H:8]([N:16]2[C:17](=[O:18])[N:19]=[C:20]([NH2:21])[N:22]=[CH:23]2)[O:9][C@H:10]([CH2:11][OH:12])[C@H:6]1[OH:5], predict the reactants needed to synthesize it. The reactants are: N.C([O:5][C@@H:6]1[C@@H:10]([CH2:11][O:12]C(=O)C)[O:9][CH:8]([N:16]2[CH:23]=[N:22][C:20]([NH2:21])=[N:19][C:17]2=[O:18])[CH2:7]1)(=O)C. (4) The reactants are: [CH2:1]([N:4](C)[CH:5]([C:25]1[CH:30]=[CH:29][C:28]([F:31])=[CH:27][CH:26]=1)[C:6]([N:8]([CH2:10][C:11]1[C:20]2[C:15](=[CH:16][CH:17]=[CH:18][CH:19]=2)[CH:14]=[C:13]([C:21]#[N:22])[C:12]=1[O:23][CH3:24])[CH3:9])=[O:7])C=C.C1(P(C2C=CC=CC=2)CCCCP(C2C=CC=CC=2)C2C=CC=CC=2)C=CC=CC=1.C(O)(=O)C1C(=CC=CC=1)S. Given the product [C:21]([C:13]1[C:12]([O:23][CH3:24])=[C:11]([CH2:10][N:8]([CH3:9])[C:6](=[O:7])[CH:5]([C:25]2[CH:30]=[CH:29][C:28]([F:31])=[CH:27][CH:26]=2)[NH:4][CH3:1])[C:20]2[C:15]([CH:14]=1)=[CH:16][CH:17]=[CH:18][CH:19]=2)#[N:22], predict the reactants needed to synthesize it.